From a dataset of Forward reaction prediction with 1.9M reactions from USPTO patents (1976-2016). Predict the product of the given reaction. (1) Given the reactants [OH-].[Li+].[Br:3][C:4]1[CH:9]=[CH:8][C:7]([CH2:10][CH2:11][C:12]([CH3:22])([S:18]([CH3:21])(=[O:20])=[O:19])[C:13]([O:15]CC)=[O:14])=[CH:6][CH:5]=1.Cl, predict the reaction product. The product is: [Br:3][C:4]1[CH:9]=[CH:8][C:7]([CH2:10][CH2:11][C:12]([CH3:22])([S:18]([CH3:21])(=[O:20])=[O:19])[C:13]([OH:15])=[O:14])=[CH:6][CH:5]=1. (2) Given the reactants [OH-].[Na+].[CH2:3]([SH:7])[CH2:4][CH2:5][CH3:6].[C:8](=[S:10])=[S:9].Br[CH:12]([CH3:16])[C:13]([OH:15])=[O:14].Cl, predict the reaction product. The product is: [CH2:3]([S:7][C:8]([S:10][CH:12]([CH3:16])[C:13]([OH:15])=[O:14])=[S:9])[CH2:4][CH2:5][CH3:6]. (3) Given the reactants [CH2:1]([N:3]1[C:15]2[CH:14]=[CH:13][C:12]([NH2:16])=[CH:11][C:10]=2[C:9]2[C:4]1=[CH:5][CH:6]=[CH:7][CH:8]=2)[CH3:2].[C:17]([C:19]1[CH:20]=[C:21]([NH:25][C:26](=[O:34])[CH2:27][CH:28]([CH3:33])[CH2:29][C:30](O)=[O:31])[CH:22]=[CH:23][CH:24]=1)#[N:18].C1C=CC2N(O)N=NC=2C=1.CCN=C=NCCCN(C)C.C(=O)([O-])O.[Na+], predict the reaction product. The product is: [C:17]([C:19]1[CH:20]=[C:21]([NH:25][C:26](=[O:34])[CH2:27][CH:28]([CH3:33])[CH2:29][C:30]([NH:16][C:12]2[CH:13]=[CH:14][C:15]3[N:3]([CH2:1][CH3:2])[C:4]4[C:9]([C:10]=3[CH:11]=2)=[CH:8][CH:7]=[CH:6][CH:5]=4)=[O:31])[CH:22]=[CH:23][CH:24]=1)#[N:18]. (4) Given the reactants [NH2:1][CH2:2][C:3]1[CH:8]=[CH:7][C:6]([CH:9]([CH3:29])[C:10]([NH:12][CH2:13][C:14]2[C:15]([N:24]3[CH2:28][CH2:27][CH2:26][CH2:25]3)=[N:16][C:17]([C:20]([F:23])([F:22])[F:21])=[CH:18][CH:19]=2)=[O:11])=[CH:5][CH:4]=1.[CH3:30][S:31](Cl)(=[O:33])=[O:32], predict the reaction product. The product is: [CH3:30][S:31]([NH:1][CH2:2][C:3]1[CH:8]=[CH:7][C:6]([CH:9]([CH3:29])[C:10]([NH:12][CH2:13][C:14]2[C:15]([N:24]3[CH2:25][CH2:26][CH2:27][CH2:28]3)=[N:16][C:17]([C:20]([F:23])([F:21])[F:22])=[CH:18][CH:19]=2)=[O:11])=[CH:5][CH:4]=1)(=[O:33])=[O:32]. (5) Given the reactants [NH2:1][CH:2]([C:4]1[N:9]([C:10]2[CH:15]=[CH:14][CH:13]=[CH:12][CH:11]=2)[C:8](=[O:16])[N:7]2[C:17]([Cl:20])=[CH:18][N:19]=[C:6]2[CH:5]=1)[CH3:3].CCN(C(C)C)C(C)C.Cl[C:31]1[N:39]=[CH:38][N:37]=[C:36]2[C:32]=1[N:33]=[CH:34][NH:35]2, predict the reaction product. The product is: [N:39]1[C:31]([NH:1][CH:2]([C:4]2[N:9]([C:10]3[CH:15]=[CH:14][CH:13]=[CH:12][CH:11]=3)[C:8](=[O:16])[N:7]3[C:17]([Cl:20])=[CH:18][N:19]=[C:6]3[CH:5]=2)[CH3:3])=[C:32]2[C:36]([NH:35][CH:34]=[N:33]2)=[N:37][CH:38]=1. (6) Given the reactants Br[CH2:2][C:3]([C:5]1[C:6](=[O:17])[O:7][C:8]2[C:13]([CH:14]=1)=[C:12]([F:15])[CH:11]=[C:10]([F:16])[CH:9]=2)=O.[F:18][C:19]([F:28])([F:27])[C:20]1[CH:25]=[CH:24][N:23]=[C:22]([NH2:26])[CH:21]=1, predict the reaction product. The product is: [F:15][C:12]1[CH:11]=[C:10]([F:16])[CH:9]=[C:8]2[C:13]=1[CH:14]=[C:5]([C:3]1[N:26]=[C:22]3[CH:21]=[C:20]([C:19]([F:27])([F:18])[F:28])[CH:25]=[CH:24][N:23]3[CH:2]=1)[C:6](=[O:17])[O:7]2. (7) Given the reactants I[C:2]1[CH:7]=[CH:6][CH:5]=[CH:4][C:3]=1[NH:8][C:9]([NH2:11])=[O:10].[C:12]([Si:14]([CH3:17])([CH3:16])[CH3:15])#[CH:13].C(N(CC)CC)C, predict the reaction product. The product is: [CH3:15][Si:14]([C:12]#[C:13][C:2]1[CH:7]=[CH:6][CH:5]=[CH:4][C:3]=1[NH:8][C:9]([NH2:11])=[O:10])([CH3:17])[CH3:16]. (8) Given the reactants [Br:1][C:2]1[CH:3]=[C:4]2[NH:10][CH:9]=[C:8]([CH:11]=[O:12])[C:5]2=[N:6][CH:7]=1.[H-].[Na+].[F:15][C:16]1[CH:17]=[C:18]([S:22](Cl)(=[O:24])=[O:23])[CH:19]=[CH:20][CH:21]=1, predict the reaction product. The product is: [Br:1][C:2]1[CH:3]=[C:4]2[N:10]([S:22]([C:18]3[CH:19]=[CH:20][CH:21]=[C:16]([F:15])[CH:17]=3)(=[O:24])=[O:23])[CH:9]=[C:8]([CH:11]=[O:12])[C:5]2=[N:6][CH:7]=1. (9) Given the reactants [CH3:1][N:2]([CH2:4][CH:5]1[CH2:10][CH2:9][N:8]([C:11]2[CH:12]=[C:13]([C:24](O)=[O:25])[C:14]3[C:15]([CH3:23])=[CH:16][N:17]([CH:20]([CH3:22])[CH3:21])[C:18]=3[CH:19]=2)[CH2:7][CH2:6]1)[CH3:3].[NH2:27][CH2:28][C:29]1[C:30](=[O:37])[NH:31][C:32]([CH3:36])=[CH:33][C:34]=1[CH3:35].CN1CCOCC1.ON1C2N=CC=CC=2N=N1.C(Cl)CCl, predict the reaction product. The product is: [CH3:35][C:34]1[CH:33]=[C:32]([CH3:36])[NH:31][C:30](=[O:37])[C:29]=1[CH2:28][NH:27][C:24]([C:13]1[C:14]2[C:15]([CH3:23])=[CH:16][N:17]([CH:20]([CH3:21])[CH3:22])[C:18]=2[CH:19]=[C:11]([N:8]2[CH2:9][CH2:10][CH:5]([CH2:4][N:2]([CH3:1])[CH3:3])[CH2:6][CH2:7]2)[CH:12]=1)=[O:25]. (10) Given the reactants C([O-])([O-])=O.[Cs+].[Cs+].[Br:7][C:8]1[C:16]2[C:15]([NH2:17])=[N:14][CH:13]=[N:12][C:11]=2[NH:10][CH:9]=1.CS(O[CH2:23][CH2:24][NH:25][C:26]([O:28][C:29]([CH3:32])([CH3:31])[CH3:30])=[O:27])(=O)=O, predict the reaction product. The product is: [NH2:17][C:15]1[C:16]2[C:8]([Br:7])=[CH:9][N:10]([CH2:23][CH2:24][NH:25][C:26](=[O:27])[O:28][C:29]([CH3:32])([CH3:31])[CH3:30])[C:11]=2[N:12]=[CH:13][N:14]=1.